This data is from NCI-60 drug combinations with 297,098 pairs across 59 cell lines. The task is: Regression. Given two drug SMILES strings and cell line genomic features, predict the synergy score measuring deviation from expected non-interaction effect. (1) Drug 1: CCC1(CC2CC(C3=C(CCN(C2)C1)C4=CC=CC=C4N3)(C5=C(C=C6C(=C5)C78CCN9C7C(C=CC9)(C(C(C8N6C)(C(=O)OC)O)OC(=O)C)CC)OC)C(=O)OC)O.OS(=O)(=O)O. Drug 2: C1C(C(OC1N2C=NC(=NC2=O)N)CO)O. Cell line: NCI/ADR-RES. Synergy scores: CSS=11.3, Synergy_ZIP=-2.42, Synergy_Bliss=2.78, Synergy_Loewe=2.42, Synergy_HSA=2.84. (2) Drug 1: CC1=C(C(=CC=C1)Cl)NC(=O)C2=CN=C(S2)NC3=CC(=NC(=N3)C)N4CCN(CC4)CCO. Drug 2: CCN(CC)CCCC(C)NC1=C2C=C(C=CC2=NC3=C1C=CC(=C3)Cl)OC. Cell line: SNB-75. Synergy scores: CSS=35.5, Synergy_ZIP=-7.06, Synergy_Bliss=-4.31, Synergy_Loewe=-0.315, Synergy_HSA=0.931. (3) Synergy scores: CSS=-0.667, Synergy_ZIP=0.533, Synergy_Bliss=0.804, Synergy_Loewe=-4.87, Synergy_HSA=-2.32. Cell line: ACHN. Drug 1: CC1CCC2CC(C(=CC=CC=CC(CC(C(=O)C(C(C(=CC(C(=O)CC(OC(=O)C3CCCCN3C(=O)C(=O)C1(O2)O)C(C)CC4CCC(C(C4)OC)O)C)C)O)OC)C)C)C)OC. Drug 2: CC12CCC3C(C1CCC2O)C(CC4=C3C=CC(=C4)O)CCCCCCCCCS(=O)CCCC(C(F)(F)F)(F)F. (4) Drug 1: C1CC(=O)NC(=O)C1N2CC3=C(C2=O)C=CC=C3N. Drug 2: CC1=C(C=C(C=C1)NC(=O)C2=CC=C(C=C2)CN3CCN(CC3)C)NC4=NC=CC(=N4)C5=CN=CC=C5. Cell line: TK-10. Synergy scores: CSS=1.32, Synergy_ZIP=1.72, Synergy_Bliss=6.85, Synergy_Loewe=2.59, Synergy_HSA=2.64.